This data is from Reaction yield outcomes from USPTO patents with 853,638 reactions. The task is: Predict the reaction yield, written as a fraction of the theoretical maximum amount of product (1.0 means a 100% yield; for example, 0.34 means a 34% yield). (1) The reactants are [Cl:1][C:2]1[CH:7]=[CH:6][CH:5]=[C:4]([Cl:8])[C:3]=1[N:9]1[C:13]([CH2:14][O:15][C:16]2[CH:21]=[CH:20][C:19]([CH:22](O)[CH3:23])=[C:18]([CH3:25])[CH:17]=2)=[C:12]([CH:26]([CH3:28])[CH3:27])[CH:11]=[N:10]1.[CH3:29][O:30][C:31](=[O:39])[C:32]1[CH:37]=[CH:36][CH:35]=[C:34]([SH:38])[CH:33]=1.CCCCP(CCCC)CCCC. The catalyst is C1(C)C=CC=CC=1. The product is [CH3:29][O:30][C:31](=[O:39])[C:32]1[CH:37]=[CH:36][CH:35]=[C:34]([S:38][CH:22]([C:19]2[CH:20]=[CH:21][C:16]([O:15][CH2:14][C:13]3[N:9]([C:3]4[C:2]([Cl:1])=[CH:7][CH:6]=[CH:5][C:4]=4[Cl:8])[N:10]=[CH:11][C:12]=3[CH:26]([CH3:27])[CH3:28])=[CH:17][C:18]=2[CH3:25])[CH3:23])[CH:33]=1. The yield is 0.540. (2) The reactants are [CH2:1]([C@@H:8]([C@@H:21]([OH:50])[CH2:22][C@H:23]([CH2:37][C:38]1[CH:43]=[CH:42][C:41]([C:44]2[CH:49]=[CH:48][CH:47]=[CH:46][N:45]=2)=[CH:40][CH:39]=1)[NH:24][C:25](=[O:36])[C@H:26]([C:32]([CH3:35])([CH3:34])[CH3:33])[NH:27][C:28](=[O:31])[O:29][CH3:30])[NH:9][C:10](=[O:20])[C@@H:11]([NH:15][C:16](=[O:19])[O:17][CH3:18])[CH2:12]SC)[C:2]1[CH:7]=[CH:6][CH:5]=[CH:4][CH:3]=1.O[O:52][S:53]([O-:55])=O.[K+].[CH3:57]O. The catalyst is O. The product is [CH2:1]([C@@H:8]([C@@H:21]([OH:50])[CH2:22][C@H:23]([CH2:37][C:38]1[CH:43]=[CH:42][C:41]([C:44]2[CH:49]=[CH:48][CH:47]=[CH:46][N:45]=2)=[CH:40][CH:39]=1)[NH:24][C:25](=[O:36])[C@H:26]([C:32]([CH3:35])([CH3:34])[CH3:33])[NH:27][C:28](=[O:31])[O:29][CH3:30])[NH:9][C:10](=[O:20])[C@@H:11]([NH:15][C:16](=[O:19])[O:17][CH3:18])[CH2:12][S:53]([CH3:57])(=[O:55])=[O:52])[C:2]1[CH:3]=[CH:4][CH:5]=[CH:6][CH:7]=1. The yield is 0.430. (3) The reactants are [H-].[Na+].[I-].[CH2:4]([N:11]1[C:23]2[C:14](=[C:15]3[C:20](=[C:21]4[CH:27]=[C:26]([F:28])[CH:25]=[CH:24][C:22]4=2)[C:19](=[O:29])[N:18]([CH2:30][O:31][CH2:32][CH2:33][Si:34]([CH3:37])([CH3:36])[CH3:35])[CH:17]=[CH:16]3)[N:13]=[C:12]1[N:38]1[CH2:43][CH2:42][C:41](=[O:44])[CH2:40][CH2:39]1)[C:5]1[CH:10]=[CH:9][CH:8]=[CH:7][CH:6]=1.O.[CH3:46]S(C)=O. No catalyst specified. The product is [CH2:4]([N:11]1[C:23]2[C:14](=[C:15]3[C:20](=[C:21]4[CH:27]=[C:26]([F:28])[CH:25]=[CH:24][C:22]4=2)[C:19](=[O:29])[N:18]([CH2:30][O:31][CH2:32][CH2:33][Si:34]([CH3:37])([CH3:36])[CH3:35])[CH:17]=[CH:16]3)[N:13]=[C:12]1[N:38]1[CH2:43][CH2:42][C:41]2([O:44][CH2:46]2)[CH2:40][CH2:39]1)[C:5]1[CH:10]=[CH:9][CH:8]=[CH:7][CH:6]=1. The yield is 0.995. (4) The reactants are I[C:2]1[CH:7]=[CH:6][CH:5]=[CH:4][N:3]=1.[N:8]1[C:17]2[C:12](=[CH:13][CH:14]=[CH:15][CH:16]=2)[N:11]=[CH:10][C:9]=1[CH:18]([OH:22])[CH2:19][C:20]#[CH:21]. No catalyst specified. The product is [N:3]1[CH:4]=[CH:5][CH:6]=[CH:7][C:2]=1[C:21]#[C:20][CH2:19][CH:18]([C:9]1[CH:10]=[N:11][C:12]2[C:17](=[CH:16][CH:15]=[CH:14][CH:13]=2)[N:8]=1)[OH:22]. The yield is 0.620. (5) The catalyst is C1COCC1. The product is [CH:8]([N:1]1[CH:5]=[CH:4][N:3]=[C:2]1[CH:14]=[O:15])([CH3:9])[CH3:7]. The yield is 0.650. The reactants are [NH:1]1[CH:5]=[CH:4][N:3]=[CH:2]1.[Li][CH2:7][CH2:8][CH2:9]C.CN([CH:14]=[O:15])C. (6) The yield is 0.857. The product is [CH3:3][CH:2]([N:4]1[C:12](/[CH:13]=[CH:14]/[CH:15]([OH:27])[CH2:16][CH:17]([OH:26])[CH2:18][C:19]([O-:21])=[O:20])=[C:11]([C:28]2[CH:29]=[CH:30][C:31]([F:34])=[CH:32][CH:33]=2)[C:10]2[CH:9]=[CH:8][CH:7]=[CH:6][C:5]1=2)[CH3:1].[Na+:38]. The catalyst is O. The reactants are [CH3:1][CH:2]([N:4]1[C:12]([CH:13]=[CH:14][CH:15]([OH:27])[CH2:16][CH:17]([OH:26])[CH2:18][C:19]([O:21]C(C)(C)C)=[O:20])=[C:11]([C:28]2[CH:33]=[CH:32][C:31]([F:34])=[CH:30][CH:29]=2)[C:10]2[C:5]1=[CH:6][CH:7]=[CH:8][CH:9]=2)[CH3:3].CO.[OH-].[Na+:38]. (7) The reactants are Cl[C:2]1[C:7]([N+:8]([O-:10])=[O:9])=[CH:6][N:5]=[C:4]2[NH:11][CH:12]=[CH:13][C:3]=12.[CH:14]1([NH2:20])[CH2:19][CH2:18][CH2:17][CH2:16][CH2:15]1. The catalyst is CN(C=O)C. The product is [CH:14]1([NH:20][C:2]2[C:3]3[CH:13]=[CH:12][NH:11][C:4]=3[N:5]=[CH:6][C:7]=2[N+:8]([O-:10])=[O:9])[CH2:19][CH2:18][CH2:17][CH2:16][CH2:15]1. The yield is 0.570. (8) The reactants are C(Cl)(=O)C(Cl)=O.CS(C)=O.[CH2:11]([C:18]1[C:23](=[O:24])[N:22]2[CH:25]=[CH:26][CH:27]=[CH:28][C:21]2=[N:20][C:19]=1[CH2:29][OH:30])[C:12]1[CH:17]=[CH:16][CH:15]=[CH:14][CH:13]=1.C(N(CC)CC)C. The catalyst is ClCCl.C(OCC)(=O)C.O. The product is [CH2:11]([C:18]1[C:23](=[O:24])[N:22]2[CH:25]=[CH:26][CH:27]=[CH:28][C:21]2=[N:20][C:19]=1[CH:29]=[O:30])[C:12]1[CH:17]=[CH:16][CH:15]=[CH:14][CH:13]=1. The yield is 0.670. (9) The reactants are N12CCCN=C1CCCCC2.C(O[C:15](=[O:31])[CH:16]([C:22]1[C:27]([F:28])=[CH:26][C:25]([F:29])=[CH:24][C:23]=1[F:30])[C:17]([O:19]CC)=O)C.Cl.[N:33]1[CH:38]=[CH:37][N:36]=[CH:35][C:34]=1[C:39]([NH2:41])=[NH:40].Cl. The catalyst is CN1CCCC1=O.O. The yield is 0.760. The product is [N:33]1[CH:38]=[CH:37][N:36]=[CH:35][C:34]=1[C:39]1[N:41]=[C:15]([OH:31])[C:16]([C:22]2[C:23]([F:30])=[CH:24][C:25]([F:29])=[CH:26][C:27]=2[F:28])=[C:17]([OH:19])[N:40]=1. (10) The reactants are COC[N:4]1[C:12]2[C:7](=[CH:8][CH:9]=[CH:10][C:11]=2[N:13]([CH2:22][CH:23]2[CH2:25][CH2:24]2)[S:14]([C:17]2[S:18][CH:19]=[CH:20][CH:21]=2)(=[O:16])=[O:15])[CH:6]=[C:5]1[C:26]([NH2:28])=[O:27].O.O.C(O)(=O)C(O)=O.CO. The catalyst is O. The product is [CH:23]1([CH2:22][N:13]([S:14]([C:17]2[S:18][CH:19]=[CH:20][CH:21]=2)(=[O:15])=[O:16])[C:11]2[CH:10]=[CH:9][CH:8]=[C:7]3[C:12]=2[NH:4][C:5]([C:26]([NH2:28])=[O:27])=[CH:6]3)[CH2:25][CH2:24]1. The yield is 0.810.